This data is from Catalyst prediction with 721,799 reactions and 888 catalyst types from USPTO. The task is: Predict which catalyst facilitates the given reaction. (1) Reactant: C([O:8][C:9]1[CH:10]=[C:11]([CH:25]=[C:26]([O:28][C@@H:29]([CH3:33])[CH2:30][O:31][CH3:32])[CH:27]=1)[C:12]([NH:14][C:15]1[N:20]=[CH:19][C:18]([C:21]([O:23][CH3:24])=[O:22])=[CH:17][CH:16]=1)=[O:13])C1C=CC=CC=1.C1COCC1.[H][H]. Product: [OH:8][C:9]1[CH:10]=[C:11]([CH:25]=[C:26]([O:28][C@@H:29]([CH3:33])[CH2:30][O:31][CH3:32])[CH:27]=1)[C:12]([NH:14][C:15]1[N:20]=[CH:19][C:18]([C:21]([O:23][CH3:24])=[O:22])=[CH:17][CH:16]=1)=[O:13]. The catalyst class is: 43. (2) Reactant: [ClH:1].O1CCOCC1.OC(C(F)(F)F)=O.OC(C(F)(F)F)=O.[CH3:22][C:23]1[CH:52]=[CH:51][C:26]2[N:27]=[C:28]([N:30]3[CH2:35][CH2:34][N:33](C(OC(C)(C)C)=O)[CH2:32][CH:31]3[CH2:43][O:44][C:45]3[CH:46]=[N:47][CH:48]=[CH:49][CH:50]=3)[O:29][C:25]=2[CH:24]=1. Product: [ClH:1].[CH3:22][C:23]1[CH:52]=[CH:51][C:26]2[N:27]=[C:28]([N:30]3[CH2:35][CH2:34][NH:33][CH2:32][CH:31]3[CH2:43][O:44][C:45]3[CH:46]=[N:47][CH:48]=[CH:49][CH:50]=3)[O:29][C:25]=2[CH:24]=1. The catalyst class is: 5. (3) Reactant: [F:1][C:2]1[CH:3]=[CH:4][C:5]([O:19][CH3:20])=[C:6]([C:8]([CH3:18])([CH3:17])[CH2:9][C:10]2([C:13]([F:16])([F:15])[F:14])[CH2:12][O:11]2)[CH:7]=1.[NH:21]1[C:30]2[C:25](=[CH:26][CH:27]=[CH:28][CH:29]=2)[NH:24][CH2:23][CH2:22]1. Product: [N:21]1([CH2:12][C:10]([OH:11])([CH2:9][C:8]([C:6]2[CH:7]=[C:2]([F:1])[CH:3]=[CH:4][C:5]=2[O:19][CH3:20])([CH3:18])[CH3:17])[C:13]([F:16])([F:15])[F:14])[C:30]2[C:25](=[CH:26][CH:27]=[CH:28][CH:29]=2)[NH:24][CH2:23][CH2:22]1. The catalyst class is: 369. (4) Reactant: [CH2:1]([O:8][C:9]1[CH:15]=[C:14]([Br:16])[CH:13]=[C:12]([F:17])[C:10]=1[NH2:11])[C:2]1[CH:7]=[CH:6][CH:5]=[CH:4][CH:3]=1.C(=O)([O-])[O-].[K+].[K+].Br[CH2:25][C:26]([O:28][CH3:29])=[O:27]. Product: [CH3:29][O:28][C:26](=[O:27])[CH2:25][NH:11][C:10]1[C:12]([F:17])=[CH:13][C:14]([Br:16])=[CH:15][C:9]=1[O:8][CH2:1][C:2]1[CH:3]=[CH:4][CH:5]=[CH:6][CH:7]=1. The catalyst class is: 3. (5) Reactant: CC1(C)C(C)(C)OB([C:9]2[CH:10]=[C:11]3[C:16](=[C:17]([O:19][CH2:20][O:21][CH2:22][CH2:23][Si:24]([CH3:27])([CH3:26])[CH3:25])[CH:18]=2)[N:15]=[CH:14][N:13]([CH2:28][O:29][CH2:30][CH2:31][Si:32]([CH3:35])([CH3:34])[CH3:33])[C:12]3=[O:36])O1.Br[C:39]1[CH:40]=[C:41]([S:45]([N:48]2[CH2:53][CH2:52][N:51]([CH3:54])[CH2:50][CH2:49]2)(=[O:47])=[O:46])[CH:42]=[CH:43][CH:44]=1.C(=O)([O-])[O-].[Cs+].[Cs+]. Product: [CH3:54][N:51]1[CH2:52][CH2:53][N:48]([S:45]([C:41]2[CH:42]=[C:43]([C:9]3[CH:10]=[C:11]4[C:16](=[C:17]([O:19][CH2:20][O:21][CH2:22][CH2:23][Si:24]([CH3:25])([CH3:27])[CH3:26])[CH:18]=3)[N:15]=[CH:14][N:13]([CH2:28][O:29][CH2:30][CH2:31][Si:32]([CH3:33])([CH3:34])[CH3:35])[C:12]4=[O:36])[CH:44]=[CH:39][CH:40]=2)(=[O:47])=[O:46])[CH2:49][CH2:50]1. The catalyst class is: 688. (6) Reactant: [F:1][CH:2]([F:20])[C:3]1[C:4]2[CH:16]3[CH2:17][CH:15]3[C:14]([F:19])([F:18])[C:5]=2[N:6]([CH2:8][C:9]([O:11]CC)=[O:10])[N:7]=1.[Li+].[OH-]. Product: [F:20][CH:2]([F:1])[C:3]1[C:4]2[CH:16]3[CH2:17][CH:15]3[C:14]([F:19])([F:18])[C:5]=2[N:6]([CH2:8][C:9]([OH:11])=[O:10])[N:7]=1. The catalyst class is: 87. (7) Reactant: [CH3:1][O:2][C:3]1[CH:8]=[CH:7][C:6]([C:9]([CH3:15])([CH3:14])[C:10]([O:12]C)=[O:11])=[CH:5][C:4]=1[N+:16]([O-:18])=[O:17].[OH-].[Na+].C(O)C. Product: [CH3:1][O:2][C:3]1[CH:8]=[CH:7][C:6]([C:9]([CH3:15])([CH3:14])[C:10]([OH:12])=[O:11])=[CH:5][C:4]=1[N+:16]([O-:18])=[O:17]. The catalyst class is: 6.